The task is: Regression. Given a peptide amino acid sequence and an MHC pseudo amino acid sequence, predict their binding affinity value. This is MHC class II binding data.. This data is from Peptide-MHC class II binding affinity with 134,281 pairs from IEDB. (1) The peptide sequence is YDKFLPNVSTVLTGK. The MHC is DRB1_1001 with pseudo-sequence DRB1_1001. The binding affinity (normalized) is 0.595. (2) The peptide sequence is VIPAGELQVIEKVDA. The MHC is DRB1_1101 with pseudo-sequence DRB1_1101. The binding affinity (normalized) is 0.154. (3) The peptide sequence is FEIKCTKPEACSGEP. The MHC is HLA-DQA10104-DQB10503 with pseudo-sequence HLA-DQA10104-DQB10503. The binding affinity (normalized) is 0. (4) The peptide sequence is IRQLERLLQAVVGAG. The MHC is HLA-DQA10501-DQB10301 with pseudo-sequence HLA-DQA10501-DQB10301. The binding affinity (normalized) is 0.282. (5) The peptide sequence is AFILDGLNLFPKV. The MHC is HLA-DQA10501-DQB10201 with pseudo-sequence HLA-DQA10501-DQB10201. The binding affinity (normalized) is 0.432. (6) The peptide sequence is KIIGGIGGFVKVRQYDQIPI. The MHC is HLA-DPA10201-DPB10101 with pseudo-sequence HLA-DPA10201-DPB10101. The binding affinity (normalized) is 0.310. (7) The binding affinity (normalized) is 0.203. The peptide sequence is DHMSIYKFMGRSHFL. The MHC is DRB1_0405 with pseudo-sequence DRB1_0405.